This data is from Catalyst prediction with 721,799 reactions and 888 catalyst types from USPTO. The task is: Predict which catalyst facilitates the given reaction. Reactant: [Cl:1][C:2]1[CH:7]=[CH:6][CH:5]=[C:4]([Cl:8])[C:3]=1[NH:9][C:10]1[NH:22][C:21]2[C:16]3[N:17]=[C:18]([CH3:20])[O:19][C:15]=3[C:14]([C:23]([OH:25])=O)=[CH:13][C:12]=2[N:11]=1.C(Cl)(=O)C(Cl)=O.[NH2:32][C:33]1[CH:38]=[CH:37][C:36]([C:39]([CH3:43])([CH3:42])[C:40]#[N:41])=[CH:35][CH:34]=1.CCN(C(C)C)C(C)C. Product: [C:40]([C:39]([C:36]1[CH:35]=[CH:34][C:33]([NH:32][C:23]([C:14]2[C:15]3[O:19][C:18]([CH3:20])=[N:17][C:16]=3[C:21]3[NH:22][C:10]([NH:9][C:3]4[C:2]([Cl:1])=[CH:7][CH:6]=[CH:5][C:4]=4[Cl:8])=[N:11][C:12]=3[CH:13]=2)=[O:25])=[CH:38][CH:37]=1)([CH3:43])[CH3:42])#[N:41]. The catalyst class is: 1.